This data is from NCI-60 drug combinations with 297,098 pairs across 59 cell lines. The task is: Regression. Given two drug SMILES strings and cell line genomic features, predict the synergy score measuring deviation from expected non-interaction effect. Drug 1: C1CCC(C1)C(CC#N)N2C=C(C=N2)C3=C4C=CNC4=NC=N3. Drug 2: CC1=C(C=C(C=C1)C(=O)NC2=CC(=CC(=C2)C(F)(F)F)N3C=C(N=C3)C)NC4=NC=CC(=N4)C5=CN=CC=C5. Cell line: SR. Synergy scores: CSS=33.3, Synergy_ZIP=-4.60, Synergy_Bliss=-10.9, Synergy_Loewe=-15.3, Synergy_HSA=-13.0.